This data is from Forward reaction prediction with 1.9M reactions from USPTO patents (1976-2016). The task is: Predict the product of the given reaction. (1) Given the reactants [F:1][C:2]([F:15])([CH2:9][C:10]([O:12]CC)=O)[CH2:3][C:4]([O:6]CC)=O.[CH2:16]([NH2:23])[C:17]1[CH:22]=[CH:21][CH:20]=[CH:19][CH:18]=1, predict the reaction product. The product is: [CH2:16]([N:23]1[C:4](=[O:6])[CH2:3][C:2]([F:1])([F:15])[CH2:9][C:10]1=[O:12])[C:17]1[CH:22]=[CH:21][CH:20]=[CH:19][CH:18]=1. (2) Given the reactants [F:1][C:2]([F:25])([F:24])[C:3]1[CH:8]=[CH:7][C:6]([C:9]2[O:13][N:12]=[C:11]([C:14]3[CH:23]=[CH:22][C:17]([C:18]([O:20]C)=[O:19])=[CH:16][CH:15]=3)[CH:10]=2)=[CH:5][CH:4]=1.[OH-].[Na+].O1CCCC1.Cl, predict the reaction product. The product is: [F:25][C:2]([F:1])([F:24])[C:3]1[CH:4]=[CH:5][C:6]([C:9]2[O:13][N:12]=[C:11]([C:14]3[CH:23]=[CH:22][C:17]([C:18]([OH:20])=[O:19])=[CH:16][CH:15]=3)[CH:10]=2)=[CH:7][CH:8]=1.